Task: Binary Classification. Given a miRNA mature sequence and a target amino acid sequence, predict their likelihood of interaction.. Dataset: Experimentally validated miRNA-target interactions with 360,000+ pairs, plus equal number of negative samples (1) The miRNA is hsa-miR-4263 with sequence AUUCUAAGUGCCUUGGCC. The protein sequence of the target gene is MNRHLWKSQLCEMVQPSGGPAADQDVLGEESPLGKPAMLHLPSEQGAPETLQRCLEENQELRDAIRQSNQILRERCEELLHFQASQREEKEFLMCKFQEARKLVERLGLEKLDLKRQKEQALREVEHLKRCQQQMAEDKASVKAQVTSLLGELQESQSRLEAATKECQALEGRARAASEQARQLESEREALQQQHSVQVDQLRMQGQSVEAALRMERQAASEEKRKLAQLQVAYHQLFQEYDNHIKSSVVGSERKRGMQLEDLKQQLQQAEEALVAKQEVIDKLKEEAEQHKIVMETVPV.... Result: 0 (no interaction). (2) The miRNA is mmu-miR-342-3p with sequence UCUCACACAGAAAUCGCACCCGU. The protein sequence of the target gene is MAEGDEAARRQQPQQGLRRRRQTSDSSVGVNHVSSTTSLGEDYEDDDLVNSDEVMKKPCPVQIVLAHEDDHNFELDEEALEQILLQEHIRDLNIVVVSVAGAFRKGKSFLLDFMLRYMYNKDSQSWIGGNNEPLTGFTWRGGCERETTGIQVWNEVFVIDRPNGTKVAVLLMDTQGAFDSQSTIKDCATVFALSTMTSSVQVYNLSQNIQEDDLQHLQLFTEYGRLAMEEIYQKPFQTLMFLIRDWSYPYEHSYGLEGGKQFLEKRLQVKQNQHEELQNVRKHIHNCFSNLGCFLLPHPG.... Result: 1 (interaction). (3) The miRNA is hsa-miR-4784 with sequence UGAGGAGAUGCUGGGACUGA. The protein sequence of the target gene is MIVFIFLAMGLSLENEYTSQTNNCTYLREQCLRDANGCKHAWRVMEDACNDSDPGDPCKMRNSSYCNLSIQYLVESNFQFKECLCTDDFYCTVNKLLGKKCINKSDNVKEDKFKWNLTTRSHHGFKGMWSCLEVAEACVGDVVCNAQLASYLKACSANGNPCDLKQCQAAIRFFYQNIPFNIAQMLAFCDCAQSDIPCQQSKEALHSKTCAVNMVPPPTCLSVIRSCQNDELCRRHYRTFQSKCWQRVTRKCHEDENCISTLSKQDLTCSGSDDCKAAYIDILGTVLQVQCTCRTITQSE.... Result: 1 (interaction). (4) The miRNA is mmu-miR-1896 with sequence CUCUCUGAUGGUGGGUGAGGAG. The protein sequence of the target gene is MAFPHLQQPSFLLASLKADSINKPFAQRCQDLVKVIEDFPAKELHAVFPWLVESIFGSLDGVLVGWNLRCLQGRVNPVEYSTAMEFLDPSGPMMKLVYKLQAEDYNFDFPVSCLPGPVKASIQENVLPDSPLYHNKVQFPPTGGLGLNLALNPFEYYMFYFALSLISQKPMSMTLHVRTSDCAYFTLVDRYLSWFLPTEGSVPPPLCSSPGGSSPSPAPRTPAMPFASYGLHTSLLKRHISHQTSVNADPASHEIWRSETLLQVFVEMWLHHYSLEMYQKMQSPHAKLEVLHYRLTVSSA.... Result: 1 (interaction). (5) The miRNA is hsa-miR-4755-3p with sequence AGCCAGGCUCUGAAGGGAAAGU. The protein sequence of the target gene is MSGHSPTRGAMQVAMNGKARKEAVQTAAKELLKFVNRSPSPFHAVAECRNRLLQAGFSELKETEKWNIKPESKYFMTRNSSTIIAFAVGGQYVPGNGFSLIGAHTDSPCLRVKRRSRRSQVGFQQVGVETYGGGIWSTWFDRDLTLAGRVIVKCPTSGRLEQQLVHVERPILRIPHLAIHLQRNINENFGPNTEMHLVPILATAIQEELEKGTPEPGPLNAVDERHHSVLMSLLCAHLGLSPKDIVEMELCLADTQPAVLGGAYDEFIFAPRLDNLHSCFCALQALIDSCAGPGSLATEP.... Result: 1 (interaction). (6) The miRNA is hsa-miR-3150a-5p with sequence CAACCUCGACGAUCUCCUCAGC. The protein sequence of the target gene is MCFPKVLSDDMKKLKARMVMLLPTSAQGLGAWVSACDTEDTVGHLGPWRDKDPALWCQLCLSSQHQAIERFYDKMQNAESGRGQVMSSLAELEDDFKEGYLETVAAYYEEQHPELTPLLEKERDGLRCRGNRSPVPDVEDPATEEPGESFCDKVMRWFQAMLQRLQTWWHGVLAWVKEKVVALVHAVQALWKQFQSFCCSLSELFMSSFQSYGAPRGDKEELTPQKCSEPQSSK. Result: 0 (no interaction).